This data is from Reaction yield outcomes from USPTO patents with 853,638 reactions. The task is: Predict the reaction yield, written as a fraction of the theoretical maximum amount of product (1.0 means a 100% yield; for example, 0.34 means a 34% yield). (1) The reactants are [Cl:1][C:2]1[C:3]([O:22][C@H:23]2[CH2:28][CH2:27][C@@H:26]([C:29]([F:32])([F:31])[F:30])[CH2:25][CH2:24]2)=[CH:4][CH:5]=[C:6]2[C:11]=1[CH:10]=[C:9]([CH2:12][N:13]1[CH2:18][CH2:17][CH:16]([C:19]([OH:21])=[O:20])[CH2:15][CH2:14]1)[CH:8]=[CH:7]2.[CH:33]12NC(C[CH2:39]1)CC(C(OC)=O)[CH2:34]2.[BH-](OC(C)=O)(OC(C)=O)O[C:47]([CH3:49])=O.[Na+]. The catalyst is C1COCC1.O.CC(O[Ti](OC(C)C)(OC(C)C)OC(C)C)C. The product is [Cl:1][C:2]1[C:3]([O:22][C@H:23]2[CH2:28][CH2:27][C@@H:26]([C:29]([F:32])([F:30])[F:31])[CH2:25][CH2:24]2)=[CH:4][CH:5]=[C:6]2[C:11]=1[CH:10]=[C:9]([CH2:12][N:13]1[CH:18]3[CH2:47][CH2:49][CH:14]1[CH2:15][CH:16]([C:19]([O:21][CH:33]([CH3:39])[CH3:34])=[O:20])[CH2:17]3)[CH:8]=[CH:7]2. The yield is 0.300. (2) The reactants are [NH:1]1[CH2:6][CH2:5][NH:4][CH2:3][C:2]1=[O:7].[F:8][C:9]1[CH:14]=[CH:13][C:12]([CH2:15][CH2:16]Cl)=[CH:11][CH:10]=1.CCN(C(C)C)C(C)C. The catalyst is C(#N)C. The product is [F:8][C:9]1[CH:14]=[CH:13][C:12]([CH2:15][CH2:16][N:4]2[CH2:5][CH2:6][NH:1][C:2](=[O:7])[CH2:3]2)=[CH:11][CH:10]=1. The yield is 0.480. (3) The reactants are [Cl:1][C:2]1[C:3]([F:18])=[C:4](I)[C:5]([O:14][CH2:15][CH3:16])=[C:6]([C:8]2([CH3:13])[O:12][CH2:11][CH2:10][O:9]2)[CH:7]=1.CC1(C)C(C)(C)OB(/[CH:27]=[CH:28]/[C:29]([O:31][CH2:32][CH3:33])=[O:30])O1.C(=O)([O-])[O-].[K+].[K+].ClCCl. The catalyst is O1CCOCC1.O.C1C=CC(P(C2C=CC=CC=2)[C-]2C=CC=C2)=CC=1.C1C=CC(P(C2C=CC=CC=2)[C-]2C=CC=C2)=CC=1.Cl[Pd]Cl.[Fe+2]. The product is [Cl:1][C:2]1[C:3]([F:18])=[C:4](/[CH:27]=[CH:28]/[C:29]([O:31][CH2:32][CH3:33])=[O:30])[C:5]([O:14][CH2:15][CH3:16])=[C:6]([C:8]2([CH3:13])[O:12][CH2:11][CH2:10][O:9]2)[CH:7]=1. The yield is 0.960. (4) The reactants are Br[C:2]1[CH:3]=[N:4][C:5]2[C:10]([CH:11]=1)=[CH:9][C:8]([S:12][C:13]1[N:17]3[N:18]=[C:19]([CH3:22])[CH:20]=[CH:21][C:16]3=[N:15][N:14]=1)=[CH:7][CH:6]=2.[CH2:23]([N:25]1[CH:29]=[C:28](B2OC(C)(C)C(C)(C)O2)[CH:27]=[N:26]1)[CH3:24].C([O-])([O-])=O.[K+].[K+].O1CCOCC1. The catalyst is C1C=CC(P(C2C=CC=CC=2)[C-]2C=CC=C2)=CC=1.C1C=CC(P(C2C=CC=CC=2)[C-]2C=CC=C2)=CC=1.Cl[Pd]Cl.[Fe+2].ClCCl.O. The product is [CH2:23]([N:25]1[CH:29]=[C:28]([C:2]2[CH:3]=[N:4][C:5]3[C:10]([CH:11]=2)=[CH:9][C:8]([S:12][C:13]2[N:17]4[N:18]=[C:19]([CH3:22])[CH:20]=[CH:21][C:16]4=[N:15][N:14]=2)=[CH:7][CH:6]=3)[CH:27]=[N:26]1)[CH3:24]. The yield is 0.0700. (5) The reactants are [C:1]1([C:7]2[CH:12]=[C:11]([CH:13]3[CH2:18][NH:17][C:16](=[O:19])[NH:15][CH2:14]3)[CH:10]=[CH:9][C:8]=2[NH:20][C:21]([C:23]2[N:24](COCC[Si](C)(C)C)[CH:25]=[C:26]([C:28]#[N:29])[N:27]=2)=[O:22])[CH2:6][CH2:5][CH2:4][CH2:3][CH:2]=1.CCO.[C:41]([OH:47])([C:43]([F:46])([F:45])[F:44])=[O:42]. The catalyst is C(Cl)Cl. The product is [F:44][C:43]([F:46])([F:45])[C:41]([OH:47])=[O:42].[C:1]1([C:7]2[CH:12]=[C:11]([CH:13]3[CH2:18][NH:17][C:16](=[O:19])[NH:15][CH2:14]3)[CH:10]=[CH:9][C:8]=2[NH:20][C:21]([C:23]2[NH:24][CH:25]=[C:26]([C:28]#[N:29])[N:27]=2)=[O:22])[CH2:6][CH2:5][CH2:4][CH2:3][CH:2]=1. The yield is 0.0800. (6) The reactants are [OH-:1].[Na+].O[NH2:4].C[O:6][C:7]([C:9]1[CH:17]=[C:16]2[C:12]([CH:13]=[CH:14][N:15]2[CH2:18][CH:19]2[CH2:24][CH2:23][CH2:22][CH2:21][CH2:20]2)=[CH:11][CH:10]=1)=O. The yield is 0.840. The catalyst is C1COCC1.CO.O. The product is [OH:1][NH:4][C:7]([C:9]1[CH:17]=[C:16]2[C:12]([CH:13]=[CH:14][N:15]2[CH2:18][CH:19]2[CH2:24][CH2:23][CH2:22][CH2:21][CH2:20]2)=[CH:11][CH:10]=1)=[O:6]. (7) The reactants are Cl[C:2]1[N:7]=[N:6][C:5]([NH:8][CH2:9][C:10]2([C:14]3[C:19]([F:20])=[CH:18][CH:17]=[CH:16][N:15]=3)[CH2:13][CH2:12][CH2:11]2)=[CH:4][CH:3]=1.[CH3:21][O:22][C:23]1[C:28](B(O)O)=[CH:27][CH:26]=[CH:25][N:24]=1.C(=O)([O-])[O-].[K+].[K+].O1CCOCC1. The catalyst is O.C(OCC)(=O)C. The product is [F:20][C:19]1[C:14]([C:10]2([CH2:9][NH:8][C:5]3[N:6]=[N:7][C:2]([C:28]4[C:23]([O:22][CH3:21])=[N:24][CH:25]=[CH:26][CH:27]=4)=[CH:3][CH:4]=3)[CH2:13][CH2:12][CH2:11]2)=[N:15][CH:16]=[CH:17][CH:18]=1. The yield is 0.770.